Dataset: Forward reaction prediction with 1.9M reactions from USPTO patents (1976-2016). Task: Predict the product of the given reaction. (1) Given the reactants [S:1]1[CH:5]=[N:4][N:3]=[C:2]1[NH:6][C:7](=[O:14])OCC(Cl)(Cl)Cl.[C:15]1([C:21]2[N:25]=[C:24]([N:26]3[CH2:31][CH2:30][NH:29][CH2:28][CH2:27]3)[S:23][N:22]=2)[CH:20]=[CH:19][CH:18]=[CH:17][CH:16]=1.C(N(C(C)C)CC)(C)C.O, predict the reaction product. The product is: [C:15]1([C:21]2[N:25]=[C:24]([N:26]3[CH2:31][CH2:30][N:29]([C:7]([NH:6][C:2]4[S:1][CH:5]=[N:4][N:3]=4)=[O:14])[CH2:28][CH2:27]3)[S:23][N:22]=2)[CH:16]=[CH:17][CH:18]=[CH:19][CH:20]=1. (2) Given the reactants [Cl:1][C:2]1[CH:7]=[CH:6][C:5]([C:8]([CH3:30])([CH3:29])[CH2:9][C:10]([OH:28])([C:24]([F:27])([F:26])[F:25])[CH:11]=[N:12][C:13]2[CH:22]=[CH:21][CH:20]=[C:19]3[C:14]=2[CH:15]=[CH:16][NH:17][C:18]3=[O:23])=[C:4]([O:31]C)[C:3]=1[F:33].B(Br)(Br)Br.C(=O)(O)[O-].[Na+].C(OCC)(=O)C, predict the reaction product. The product is: [Cl:1][C:2]1[CH:7]=[C:6]2[C:5]([C:8]([CH3:29])([CH3:30])[CH2:9][C:10]([OH:28])([C:24]([F:27])([F:25])[F:26])[CH:11]2[NH:12][C:13]2[CH:22]=[CH:21][CH:20]=[C:19]3[C:14]=2[CH:15]=[CH:16][NH:17][C:18]3=[O:23])=[C:4]([OH:31])[C:3]=1[F:33]. (3) Given the reactants [O:1]=[C:2]1[C:10]2[C:5](=[CH:6][CH:7]=[CH:8][CH:9]=2)[C:4](=[O:11])[N:3]1[CH2:12][CH2:13][N:14]1[C:23]2[C:18](=[N:19][CH:20]=[C:21]([CH2:24][C:25]3[CH:30]=[CH:29][C:28]([F:31])=[CH:27][CH:26]=3)[CH:22]=2)[C:17]([OH:32])=[C:16]([C:33](OCC)=[O:34])[C:15]1=[O:38].[CH3:39][O:40][CH2:41][CH:42]([NH2:44])[CH3:43].C(N)CC, predict the reaction product. The product is: [O:11]=[C:4]1[C:5]2[C:10](=[CH:9][CH:8]=[CH:7][CH:6]=2)[C:2](=[O:1])[N:3]1[CH2:12][CH2:13][N:14]1[C:23]2[C:18](=[N:19][CH:20]=[C:21]([CH2:24][C:25]3[CH:30]=[CH:29][C:28]([F:31])=[CH:27][CH:26]=3)[CH:22]=2)[C:17]([OH:32])=[C:16]([C:33]([NH:44][CH:42]([CH3:43])[CH2:41][O:40][CH3:39])=[O:34])[C:15]1=[O:38]. (4) Given the reactants [NH:1]1[C:5]([C:6]2[CH:7]=[C:8]([CH:10]=[CH:11][CH:12]=2)[NH2:9])=[N:4][N:3]=[N:2]1.[C:13]([C:15]1[CH:16]=[C:17]([CH:21]=[C:22]([Br:24])[CH:23]=1)[C:18](O)=[O:19])#[N:14], predict the reaction product. The product is: [Br:24][C:22]1[CH:21]=[C:17]([CH:16]=[C:15]([C:13]#[N:14])[CH:23]=1)[C:18]([NH:9][C:8]1[CH:10]=[CH:11][CH:12]=[C:6]([C:5]2[NH:1][N:2]=[N:3][N:4]=2)[CH:7]=1)=[O:19]. (5) Given the reactants [CH3:1][C:2]1[CH:7]=[CH:6][CH:5]=[CH:4][C:3]=1[O:8][CH3:9].[N+:10]([O-])([OH:12])=[O:11], predict the reaction product. The product is: [CH3:9][O:8][C:3]1[CH:4]=[CH:5][C:6]([N+:10]([O-:12])=[O:11])=[CH:7][C:2]=1[CH3:1]. (6) The product is: [F:47][C:43]1[CH:44]=[CH:45][CH:46]=[C:2]([F:1])[C:3]=1[CH2:4][N:5]1[C:10]2[S:11][C:12]([C:21]3[CH:26]=[CH:25][C:24]([NH:27][C:28]([NH:30][O:31][CH3:32])=[O:29])=[CH:23][CH:22]=3)=[C:13]([CH2:14][N:15]([CH2:16][CH2:17][O:18][CH3:19])[CH3:20])[C:9]=2[C:8](=[O:33])[N:7]([C:34]2[N:35]=[N:36][C:37]([OH:40])=[CH:38][CH:39]=2)[C:6]1=[O:42]. Given the reactants [F:1][C:2]1[CH:46]=[CH:45][CH:44]=[C:43]([F:47])[C:3]=1[CH2:4][N:5]1[C:10]2[S:11][C:12]([C:21]3[CH:26]=[CH:25][C:24]([NH:27][C:28]([NH:30][O:31][CH3:32])=[O:29])=[CH:23][CH:22]=3)=[C:13]([CH2:14][N:15]3[CH2:20][CH2:19][O:18][CH2:17][CH2:16]3)[C:9]=2[C:8](=[O:33])[N:7]([C:34]2[N:35]=[N:36][C:37]([O:40]C)=[CH:38][CH:39]=2)[C:6]1=[O:42].Cl.C(O)(=O)C.C(=O)(O)[O-].[Na+], predict the reaction product. (7) Given the reactants [NH2:1][CH:2]1[N:8]=[C:7]([CH:9]([CH3:11])[CH3:10])[C:6]2[CH:12]=[CH:13][CH:14]=[CH:15][C:5]=2[NH:4][C:3]1=[O:16].[CH3:17][C:18]1[CH:19]=[C:20]([N:24]=[C:25]=[O:26])[CH:21]=[CH:22][CH:23]=1, predict the reaction product. The product is: [CH:9]([C:7]1[C:6]2[CH:12]=[CH:13][CH:14]=[CH:15][C:5]=2[NH:4][C:3](=[O:16])[CH:2]([NH:1][C:25]([NH:24][C:20]2[CH:21]=[CH:22][CH:23]=[C:18]([CH3:17])[CH:19]=2)=[O:26])[N:8]=1)([CH3:11])[CH3:10].